This data is from Peptide-MHC class I binding affinity with 185,985 pairs from IEDB/IMGT. The task is: Regression. Given a peptide amino acid sequence and an MHC pseudo amino acid sequence, predict their binding affinity value. This is MHC class I binding data. (1) The peptide sequence is ALGPAATL. The MHC is HLA-A02:03 with pseudo-sequence HLA-A02:03. The binding affinity (normalized) is 0.713. (2) The peptide sequence is YTSDYFISY. The MHC is HLA-A02:12 with pseudo-sequence HLA-A02:12. The binding affinity (normalized) is 0.0847. (3) The peptide sequence is RAIEAQQHL. The MHC is HLA-B44:02 with pseudo-sequence HLA-B44:02. The binding affinity (normalized) is 0.728. (4) The peptide sequence is QIDKNKLYL. The MHC is HLA-A02:01 with pseudo-sequence HLA-A02:01. The binding affinity (normalized) is 0.189.